From a dataset of NCI-60 drug combinations with 297,098 pairs across 59 cell lines. Regression. Given two drug SMILES strings and cell line genomic features, predict the synergy score measuring deviation from expected non-interaction effect. (1) Drug 1: CCN(CC)CCCC(C)NC1=C2C=C(C=CC2=NC3=C1C=CC(=C3)Cl)OC. Drug 2: C1CNP(=O)(OC1)N(CCCl)CCCl. Cell line: MDA-MB-435. Synergy scores: CSS=13.6, Synergy_ZIP=-3.77, Synergy_Bliss=5.70, Synergy_Loewe=-14.1, Synergy_HSA=3.27. (2) Drug 1: C1=CN(C=N1)CC(O)(P(=O)(O)O)P(=O)(O)O. Drug 2: CC1C(C(CC(O1)OC2CC(CC3=C2C(=C4C(=C3O)C(=O)C5=C(C4=O)C(=CC=C5)OC)O)(C(=O)CO)O)N)O.Cl. Cell line: SF-268. Synergy scores: CSS=27.8, Synergy_ZIP=-3.45, Synergy_Bliss=0.791, Synergy_Loewe=-19.5, Synergy_HSA=1.17. (3) Drug 1: C1C(C(OC1N2C=C(C(=O)NC2=O)F)CO)O. Drug 2: C1CCC(C(C1)N)N.C(=O)(C(=O)[O-])[O-].[Pt+4]. Cell line: EKVX. Synergy scores: CSS=7.77, Synergy_ZIP=-1.50, Synergy_Bliss=2.54, Synergy_Loewe=1.41, Synergy_HSA=2.33. (4) Drug 1: C1CCC(CC1)NC(=O)N(CCCl)N=O. Drug 2: CCN(CC)CCNC(=O)C1=C(NC(=C1C)C=C2C3=C(C=CC(=C3)F)NC2=O)C. Cell line: OVCAR-8. Synergy scores: CSS=21.9, Synergy_ZIP=-4.71, Synergy_Bliss=2.02, Synergy_Loewe=-0.960, Synergy_HSA=-0.523. (5) Drug 1: C(CN)CNCCSP(=O)(O)O. Drug 2: C1C(C(OC1N2C=NC3=C2NC=NCC3O)CO)O. Cell line: LOX IMVI. Synergy scores: CSS=6.10, Synergy_ZIP=2.35, Synergy_Bliss=-0.348, Synergy_Loewe=0.940, Synergy_HSA=1.01.